This data is from Reaction yield outcomes from USPTO patents with 853,638 reactions. The task is: Predict the reaction yield, written as a fraction of the theoretical maximum amount of product (1.0 means a 100% yield; for example, 0.34 means a 34% yield). The yield is 0.720. The catalyst is C1COCC1. The product is [CH2:1]([O:3][CH:4]([O:7][CH2:8][CH3:9])[C:5]#[C:6][C:24](=[O:26])[CH3:25])[CH3:2]. The reactants are [CH2:1]([O:3][CH:4]([O:7][CH2:8][CH3:9])[C:5]#[CH:6])[CH3:2].C([Li])CCC.CCCCCC.CON(C)[C:24](=[O:26])[CH3:25].